This data is from Forward reaction prediction with 1.9M reactions from USPTO patents (1976-2016). The task is: Predict the product of the given reaction. Given the reactants [C:1]1([NH:7]N)[CH:6]=[CH:5][CH:4]=[CH:3][CH:2]=1.[CH3:9][N:10]1[CH2:15][CH2:14][C:13](=O)[CH2:12][CH2:11]1.S(=O)(=O)(O)O.C(=O)(O)[O-].[Na+].[OH-].[Na+], predict the reaction product. The product is: [CH3:9][N:10]1[CH2:15][CH2:14][C:13]2[NH:7][C:1]3[CH:6]=[CH:5][CH:4]=[CH:3][C:2]=3[C:12]=2[CH2:11]1.